Dataset: Full USPTO retrosynthesis dataset with 1.9M reactions from patents (1976-2016). Task: Predict the reactants needed to synthesize the given product. Given the product [C:17]([O:16][C:14]([NH:11][C:10]([CH3:22])([CH3:21])[CH2:9][CH:8]([C:5]1[CH:6]=[CH:7][C:2]([Cl:1])=[C:3]([F:23])[CH:4]=1)[C:12]([OH:24])=[O:13])=[O:15])([CH3:20])([CH3:19])[CH3:18], predict the reactants needed to synthesize it. The reactants are: [Cl:1][C:2]1[CH:7]=[CH:6][C:5]([CH:8]2[C:12](=[O:13])[N:11]([C:14]([O:16][C:17]([CH3:20])([CH3:19])[CH3:18])=[O:15])[C:10]([CH3:22])([CH3:21])[CH2:9]2)=[CH:4][C:3]=1[F:23].[OH:24][Li].O.